This data is from Forward reaction prediction with 1.9M reactions from USPTO patents (1976-2016). The task is: Predict the product of the given reaction. (1) Given the reactants [Br:1][C:2]1[CH:3]=[CH:4][C:5]([C:8]2([C:11]#[N:12])[CH2:10][CH2:9]2)=[N:6][CH:7]=1.S(=O)(=O)(O)[OH:14].[OH-].[Na+], predict the reaction product. The product is: [Br:1][C:2]1[CH:3]=[CH:4][C:5]([C:8]2([C:11]([NH2:12])=[O:14])[CH2:9][CH2:10]2)=[N:6][CH:7]=1. (2) Given the reactants Br[C:2]1[CH:16]=[CH:15][C:5]([CH2:6][N:7]2[CH2:11][C:10](=[O:12])[N:9]([CH3:13])[C:8]2=[O:14])=[CH:4][CH:3]=1.[B:17]1([B:17]2[O:21][C:20]([CH3:23])([CH3:22])[C:19]([CH3:25])([CH3:24])[O:18]2)[O:21][C:20]([CH3:23])([CH3:22])[C:19]([CH3:25])([CH3:24])[O:18]1.C([O-])(=O)C.[K+], predict the reaction product. The product is: [CH3:13][N:9]1[C:10](=[O:12])[CH2:11][N:7]([CH2:6][C:5]2[CH:15]=[CH:16][C:2]([B:17]3[O:21][C:20]([CH3:23])([CH3:22])[C:19]([CH3:25])([CH3:24])[O:18]3)=[CH:3][CH:4]=2)[C:8]1=[O:14]. (3) Given the reactants [F:1][C:2]1[CH:7]=[CH:6][C:5]([C:8]2[N:9]=[C:10]([C:13]([CH3:17])([CH3:16])[CH2:14][NH2:15])[S:11][CH:12]=2)=[CH:4][CH:3]=1.[F:18][C:19]([F:35])([F:34])[C:20]1[O:24][N:23]=[C:22]([C:25]2[CH:26]=[C:27]([CH:31]=[CH:32][CH:33]=2)[C:28](O)=[O:29])[N:21]=1.Cl.CN(C)CCCN=C=NCC.ON1C2C=CC=CC=2N=N1.C(N(C(C)C)CC)(C)C, predict the reaction product. The product is: [F:1][C:2]1[CH:3]=[CH:4][C:5]([C:8]2[N:9]=[C:10]([C:13]([CH3:17])([CH3:16])[CH2:14][NH:15][C:28](=[O:29])[C:27]3[CH:31]=[CH:32][CH:33]=[C:25]([C:22]4[N:21]=[C:20]([C:19]([F:35])([F:34])[F:18])[O:24][N:23]=4)[CH:26]=3)[S:11][CH:12]=2)=[CH:6][CH:7]=1. (4) Given the reactants [CH2:1]([NH:8][C:9]1[N:14]2[N:15]=[CH:16][C:17]([C:18]([OH:20])=O)=[C:13]2[N:12]=[CH:11][C:10]=1[C:21]([N:23]1[CH2:28][CH2:27][CH:26]([C:29]2[O:30][CH:31]=[CH:32][N:33]=2)[CH2:25][CH2:24]1)=[O:22])[C:2]1[CH:7]=[CH:6][CH:5]=[CH:4][CH:3]=1.[CH3:34][S:35]([NH2:38])(=[O:37])=[O:36], predict the reaction product. The product is: [CH2:1]([NH:8][C:9]1[N:14]2[N:15]=[CH:16][C:17]([C:18]([NH:38][S:35]([CH3:34])(=[O:37])=[O:36])=[O:20])=[C:13]2[N:12]=[CH:11][C:10]=1[C:21]([N:23]1[CH2:28][CH2:27][CH:26]([C:29]2[O:30][CH:31]=[CH:32][N:33]=2)[CH2:25][CH2:24]1)=[O:22])[C:2]1[CH:7]=[CH:6][CH:5]=[CH:4][CH:3]=1. (5) The product is: [Cl:1][C:2]1[C:9]([Cl:10])=[CH:8][C:5]([C:6]([OH:22])=[O:7])=[C:4]([O:11][C:12]2[CH:17]=[CH:16][C:15]([F:18])=[CH:14][C:13]=2[O:19][CH3:20])[CH:3]=1. Given the reactants [Cl:1][C:2]1[C:9]([Cl:10])=[CH:8][C:5]([CH:6]=[O:7])=[C:4]([O:11][C:12]2[CH:17]=[CH:16][C:15]([F:18])=[CH:14][C:13]=2[O:19][CH3:20])[CH:3]=1.P([O-])(O)(O)=[O:22].[Na+].CC(=CC)C.Cl([O-])=O.[Na+].Cl.S([O-])([O-])=O.[Na+].[Na+], predict the reaction product. (6) The product is: [CH2:44]([N:20]([CH2:18][CH3:19])[CH2:21][CH2:22][N:23]([CH2:41][CH2:42][NH:2][CH2:3][CH2:4][C:5]1[C:13]2[S:12][C:11](=[O:14])[NH:10][C:9]=2[C:8]([OH:15])=[CH:7][CH:6]=1)[C:24](=[O:40])[CH2:25][CH2:26][O:27][CH2:28][CH2:29][C:30]1[CH:39]=[CH:38][C:37]2[C:32](=[CH:33][CH:34]=[CH:35][CH:36]=2)[CH:31]=1)[CH3:45]. Given the reactants Cl.[NH2:2][CH2:3][CH2:4][C:5]1[C:13]2[S:12][C:11](=[O:14])[NH:10][C:9]=2[C:8]([OH:15])=[CH:7][CH:6]=1.[OH-].[Na+].[CH2:18]([N:20]([CH2:44][CH3:45])[CH2:21][CH2:22][N:23]([CH2:41][CH:42]=O)[C:24](=[O:40])[CH2:25][CH2:26][O:27][CH2:28][CH2:29][C:30]1[CH:39]=[CH:38][C:37]2[C:32](=[CH:33][CH:34]=[CH:35][CH:36]=2)[CH:31]=1)[CH3:19].C(O[BH-](OC(=O)C)OC(=O)C)(=O)C.[Na+].Br, predict the reaction product. (7) Given the reactants [Br:1][C:2]1[CH:7]=[CH:6][C:5]([O:8][CH2:9][CH2:10][CH2:11]Cl)=[CH:4][CH:3]=1.[CH3:13][CH:14]([CH3:30])[C:15]([NH:17][C:18]1[CH:23]=[CH:22][CH:21]=[C:20]([CH:24]2[CH2:29][CH2:28][NH:27][CH2:26][CH2:25]2)[CH:19]=1)=[O:16], predict the reaction product. The product is: [Br:1][C:2]1[CH:7]=[CH:6][C:5]([O:8][CH2:9][CH2:10][CH2:11][N:27]2[CH2:28][CH2:29][CH:24]([C:20]3[CH:19]=[C:18]([NH:17][C:15](=[O:16])[CH:14]([CH3:13])[CH3:30])[CH:23]=[CH:22][CH:21]=3)[CH2:25][CH2:26]2)=[CH:4][CH:3]=1.